Dataset: Catalyst prediction with 721,799 reactions and 888 catalyst types from USPTO. Task: Predict which catalyst facilitates the given reaction. Reactant: Cl[C:2]1[C:11]2[C:6](=[C:7]([N+:12]([O-:14])=[O:13])[CH:8]=[CH:9][CH:10]=2)[CH:5]=[CH:4][N:3]=1.[F:15][C:16]1[CH:21]=[CH:20][C:19]([OH:22])=[CH:18][C:17]=1[C:23]([F:26])([F:25])[F:24].C([O-])([O-])=O.[K+].[K+]. Product: [F:15][C:16]1[CH:21]=[CH:20][C:19]([O:22][C:2]2[C:11]3[C:6](=[C:7]([N+:12]([O-:14])=[O:13])[CH:8]=[CH:9][CH:10]=3)[CH:5]=[CH:4][N:3]=2)=[CH:18][C:17]=1[C:23]([F:24])([F:25])[F:26]. The catalyst class is: 23.